Dataset: Forward reaction prediction with 1.9M reactions from USPTO patents (1976-2016). Task: Predict the product of the given reaction. (1) Given the reactants Cl[C:2]1[CH:7]=[C:6]([C:8]2[CH:13]=[CH:12][N:11]=[C:10]([Cl:14])[CH:9]=2)[N:5]=[C:4]([S:15][CH3:16])[N:3]=1.CC#N.[NH2:20][CH2:21][CH2:22][OH:23].C([O-])([O-])=O.[K+].[K+], predict the reaction product. The product is: [Cl:14][C:10]1[CH:9]=[C:8]([C:6]2[N:5]=[C:4]([S:15][CH3:16])[N:3]=[C:2]([NH:20][CH2:21][CH2:22][OH:23])[CH:7]=2)[CH:13]=[CH:12][N:11]=1. (2) Given the reactants Br[C:2]1[CH:7]=[C:6]([N+:8]([O-:10])=[O:9])[CH:5]=[CH:4][C:3]=1[F:11].[CH3:12][S:13][C:14]1[CH:19]=[CH:18][CH:17]=[CH:16][C:15]=1B(O)O.[F-].[K+].C(P(C(C)(C)C)C(C)(C)C)(C)(C)C, predict the reaction product. The product is: [F:11][C:3]1[CH:4]=[CH:5][C:6]([N+:8]([O-:10])=[O:9])=[CH:7][C:2]=1[C:15]1[CH:16]=[CH:17][CH:18]=[CH:19][C:14]=1[S:13][CH3:12]. (3) Given the reactants [OH-].[Na+].[CH3:3][NH:4][C:5]1[N:10]=[C:9]([CH2:11][CH2:12][O:13][C:14]2[CH:19]=[CH:18][C:17]([CH2:20]/[CH:21]=[CH:22]/[C:23]([O:25]C)=[O:24])=[CH:16][CH:15]=2)[CH:8]=[CH:7][CH:6]=1, predict the reaction product. The product is: [CH3:3][NH:4][C:5]1[N:10]=[C:9]([CH2:11][CH2:12][O:13][C:14]2[CH:19]=[CH:18][C:17]([CH:20]=[CH:21][CH2:22][C:23]([OH:25])=[O:24])=[CH:16][CH:15]=2)[CH:8]=[CH:7][CH:6]=1.